From a dataset of Forward reaction prediction with 1.9M reactions from USPTO patents (1976-2016). Predict the product of the given reaction. (1) Given the reactants [F:1][C:2]1[CH:7]=[CH:6][C:5]([OH:8])=[CH:4][CH:3]=1.[OH-].[K+].Br[C:12]1[CH:17]=[CH:16][CH:15]=[CH:14][C:13]=1[F:18], predict the reaction product. The product is: [CH:16]1[CH:15]=[C:14]([O:8][C:5]2[CH:6]=[CH:7][C:2]([F:1])=[CH:3][CH:4]=2)[C:13]([F:18])=[CH:12][CH:17]=1. (2) Given the reactants [NH4+:1].[Cl-].[Al](C)(C)C.[CH3:7][O:8][C:9]1[CH:16]=[CH:15][C:12]([C:13]#[N:14])=[CH:11][CH:10]=1, predict the reaction product. The product is: [CH3:7][O:8][C:9]1[CH:16]=[CH:15][C:12]([C:13](=[NH:1])[NH2:14])=[CH:11][CH:10]=1. (3) Given the reactants [OH:1][C:2]1[CH:11]=[CH:10][CH:9]=[C:8]2[C:3]=1[CH2:4][CH2:5][CH2:6][C:7]2=[O:12].C(=O)([O-])[O-].[Cs+].[Cs+].I[CH:20]([CH3:22])[CH3:21], predict the reaction product. The product is: [CH3:21][CH:20]([O:1][C:2]1[CH:11]=[CH:10][CH:9]=[C:8]2[C:3]=1[CH2:4][CH2:5][CH2:6][C:7]2=[O:12])[CH3:22]. (4) Given the reactants Br[CH2:2][CH2:3][CH2:4][CH2:5][O:6][C:7]1[C:20]2[NH:19][C:18]3[C:13](=[CH:14][CH:15]=[CH:16][CH:17]=3)[C:12](=[O:21])[C:11]=2[CH:10]=[CH:9][CH:8]=1.[NH:22]([CH2:26][CH2:27][OH:28])[CH2:23][CH2:24][OH:25], predict the reaction product. The product is: [OH:25][CH2:24][CH2:23][N:22]([CH2:26][CH2:27][OH:28])[CH2:2][CH2:3][CH2:4][CH2:5][O:6][C:7]1[C:20]2[NH:19][C:18]3[C:13](=[CH:14][CH:15]=[CH:16][CH:17]=3)[C:12](=[O:21])[C:11]=2[CH:10]=[CH:9][CH:8]=1. (5) Given the reactants [F:1][C:2]([CH:14]1[CH2:19][CH2:18][N:17]([C:20]([NH:22][C:23]2[CH:24]=[N:25][N:26](C(OC(C)(C)C)=O)[CH:27]=2)=[O:21])[CH2:16][CH2:15]1)([S:4]([C:7]1[CH:12]=[CH:11][CH:10]=[C:9]([F:13])[CH:8]=1)(=[O:6])=[O:5])[CH3:3], predict the reaction product. The product is: [F:1][C:2]([CH:14]1[CH2:19][CH2:18][N:17]([C:20]([NH:22][C:23]2[CH:27]=[N:26][NH:25][CH:24]=2)=[O:21])[CH2:16][CH2:15]1)([S:4]([C:7]1[CH:12]=[CH:11][CH:10]=[C:9]([F:13])[CH:8]=1)(=[O:5])=[O:6])[CH3:3]. (6) Given the reactants [CH3:1][N:2]([S:23]([C:26]1[CH:31]=[CH:30][CH:29]=[CH:28][C:27]=1[C:32]([F:35])([F:34])[F:33])(=[O:25])=[O:24])[C:3]1[CH:4]=[CH:5][CH:6]=[C:7]2[C:11]=1[NH:10][C:9]([C:12]1[S:13][CH:14]([CH2:17][C:18](OCC)=[O:19])[CH2:15][N:16]=1)=[CH:8]2.[BH4-].[Li+].O1CCCC1.C(O)(=O)CC(CC(O)=O)(C(O)=O)O, predict the reaction product. The product is: [OH:19][CH2:18][CH2:17][CH:14]1[S:13][C:12]([C:9]2[NH:10][C:11]3[C:7]([CH:8]=2)=[CH:6][CH:5]=[CH:4][C:3]=3[N:2]([CH3:1])[S:23]([C:26]2[CH:31]=[CH:30][CH:29]=[CH:28][C:27]=2[C:32]([F:33])([F:34])[F:35])(=[O:24])=[O:25])=[N:16][CH2:15]1. (7) Given the reactants [N:1]1([C:7]2[CH:8]=[C:9]([C:23](=[O:25])[CH3:24])[CH:10]=[CH:11][C:12]=2[CH:13]2[CH2:18][C:17]([CH3:20])([CH3:19])[CH2:16][C:15]([CH3:22])([CH3:21])[CH2:14]2)[CH2:6][CH2:5][NH:4][CH2:3][CH2:2]1.[CH:26](=O)[CH2:27][CH3:28].C(O[BH-](OC(=O)C)OC(=O)C)(=O)C.[Na+].C(=O)([O-])O.[Na+], predict the reaction product. The product is: [CH2:26]([N:4]1[CH2:5][CH2:6][N:1]([C:7]2[CH:8]=[C:9]([C:23](=[O:25])[CH3:24])[CH:10]=[CH:11][C:12]=2[CH:13]2[CH2:14][C:15]([CH3:22])([CH3:21])[CH2:16][C:17]([CH3:19])([CH3:20])[CH2:18]2)[CH2:2][CH2:3]1)[CH2:27][CH3:28]. (8) Given the reactants [C:1]1([NH2:8])[CH:6]=[CH:5][CH:4]=[CH:3][C:2]=1[NH2:7].[C:9]1([C:15]([C:17]([C:19]2[CH:24]=[CH:23][CH:22]=[CH:21][CH:20]=2)=O)=O)[CH:14]=[CH:13][CH:12]=[CH:11][CH:10]=1.O, predict the reaction product. The product is: [C:9]1([C:15]2[C:17]([C:19]3[CH:20]=[CH:21][CH:22]=[CH:23][CH:24]=3)=[N:8][C:1]3[C:2](=[CH:3][CH:4]=[CH:5][CH:6]=3)[N:7]=2)[CH:14]=[CH:13][CH:12]=[CH:11][CH:10]=1. (9) Given the reactants [CH3:1][C:2]1[O:3][C:4]2[CH:10]=[C:9]([C:11]([O:13][CH2:14][CH3:15])=[O:12])[CH:8]=[C:7]([O:16][C:17]3[CH:22]=[CH:21][C:20]([S:23]([CH3:26])(=[O:25])=[O:24])=[CH:19][CH:18]=3)[C:5]=2[CH:6]=1.C1C(=O)N([Br:34])C(=O)C1.C(OOC(=O)C1C=CC=CC=1)(=O)C1C=CC=CC=1, predict the reaction product. The product is: [Br:34][CH2:1][C:2]1[O:3][C:4]2[CH:10]=[C:9]([C:11]([O:13][CH2:14][CH3:15])=[O:12])[CH:8]=[C:7]([O:16][C:17]3[CH:22]=[CH:21][C:20]([S:23]([CH3:26])(=[O:24])=[O:25])=[CH:19][CH:18]=3)[C:5]=2[CH:6]=1. (10) Given the reactants C(CC1C=CC(C[CH2:10][CH2:11][NH:12][C:13]2[CH:18]=[C:17]([O:19][CH3:20])[C:16]([O:21][CH3:22])=[CH:15][C:14]=2[C@@H:23]2[CH2:32][CH2:31][C:30]3[CH:29]=[C:28]([O:33]C(=O)C(C)(C)C)[CH:27]=[CH:26][C:25]=3[CH2:24]2)=CC=1)(O)=O.[NH:42]1[CH2:47][CH2:46][CH2:45][CH2:44][CH2:43]1, predict the reaction product. The product is: [CH2:11]([N:12]([CH2:29][C:30]1[CH:31]=[CH:32][C:23]([CH2:14][CH2:13][N:42]2[CH2:47][CH2:46][CH2:45][CH2:44][CH2:43]2)=[CH:24][CH:25]=1)[C:13]1[CH:18]=[C:17]([O:19][CH3:20])[C:16]([O:21][CH3:22])=[CH:15][C:14]=1[C@@H:23]1[CH2:32][CH2:31][C:30]2[CH:29]=[C:28]([OH:33])[CH:27]=[CH:26][C:25]=2[CH2:24]1)[CH3:10].